From a dataset of Full USPTO retrosynthesis dataset with 1.9M reactions from patents (1976-2016). Predict the reactants needed to synthesize the given product. (1) Given the product [Cl:1][C:2]1[CH:3]=[C:4]([CH:9]2[C:18]3[C:13](=[CH:14][C:15]([OH:19])=[CH:16][CH:17]=3)[CH2:12][N:11]([S:21]([C:24]3[CH:29]=[CH:28][CH:27]=[CH:26][C:25]=3[N+:30]([O-:32])=[O:31])(=[O:23])=[O:22])[CH2:10]2)[CH:5]=[CH:6][C:7]=1[Cl:8], predict the reactants needed to synthesize it. The reactants are: [Cl:1][C:2]1[CH:3]=[C:4]([CH:9]2[C:18]3[C:13](=[CH:14][C:15]([O:19]C)=[CH:16][CH:17]=3)[CH2:12][N:11]([S:21]([C:24]3[CH:29]=[CH:28][CH:27]=[CH:26][C:25]=3[N+:30]([O-:32])=[O:31])(=[O:23])=[O:22])[CH2:10]2)[CH:5]=[CH:6][C:7]=1[Cl:8].B(Br)(Br)Br. (2) Given the product [CH3:22][O:13][C:11](=[O:12])[C@H:10]([NH2:14])[CH2:9][O:8][CH2:1][C:2]1[CH:7]=[CH:6][CH:5]=[CH:4][CH:3]=1, predict the reactants needed to synthesize it. The reactants are: [CH2:1]([O:8][CH2:9][C@@H:10]([NH:14]C(OC(C)(C)C)=O)[C:11]([OH:13])=[O:12])[C:2]1[CH:7]=[CH:6][CH:5]=[CH:4][CH:3]=1.[CH3:22]O.